Dataset: NCI-60 drug combinations with 297,098 pairs across 59 cell lines. Task: Regression. Given two drug SMILES strings and cell line genomic features, predict the synergy score measuring deviation from expected non-interaction effect. (1) Drug 1: C1=CC(=CC=C1CCC2=CNC3=C2C(=O)NC(=N3)N)C(=O)NC(CCC(=O)O)C(=O)O. Drug 2: CCN(CC)CCNC(=O)C1=C(NC(=C1C)C=C2C3=C(C=CC(=C3)F)NC2=O)C. Cell line: OVCAR-8. Synergy scores: CSS=20.5, Synergy_ZIP=-2.64, Synergy_Bliss=-6.66, Synergy_Loewe=-19.8, Synergy_HSA=-8.45. (2) Drug 1: C1CCN(CC1)CCOC2=CC=C(C=C2)C(=O)C3=C(SC4=C3C=CC(=C4)O)C5=CC=C(C=C5)O. Drug 2: C(CC(=O)O)C(=O)CN.Cl. Cell line: RPMI-8226. Synergy scores: CSS=17.7, Synergy_ZIP=0.762, Synergy_Bliss=1.04, Synergy_Loewe=-5.66, Synergy_HSA=-4.17. (3) Drug 1: COC1=C(C=C2C(=C1)N=CN=C2NC3=CC(=C(C=C3)F)Cl)OCCCN4CCOCC4. Drug 2: C1=CC=C(C=C1)NC(=O)CCCCCCC(=O)NO. Cell line: HOP-92. Synergy scores: CSS=34.4, Synergy_ZIP=-3.83, Synergy_Bliss=0.406, Synergy_Loewe=4.63, Synergy_HSA=4.88. (4) Drug 1: C(=O)(N)NO. Drug 2: C1=NNC2=C1C(=O)NC=N2. Cell line: MDA-MB-435. Synergy scores: CSS=1.57, Synergy_ZIP=1.31, Synergy_Bliss=2.81, Synergy_Loewe=0.0747, Synergy_HSA=1.01. (5) Drug 1: CC(C)NC(=O)C1=CC=C(C=C1)CNNC.Cl. Drug 2: COC1=C2C(=CC3=C1OC=C3)C=CC(=O)O2. Cell line: SF-539. Synergy scores: CSS=0.120, Synergy_ZIP=0.358, Synergy_Bliss=-0.524, Synergy_Loewe=-2.20, Synergy_HSA=-2.27. (6) Drug 1: C1CC(C1)(C(=O)O)C(=O)O.[NH2-].[NH2-].[Pt+2]. Drug 2: COC1=NC(=NC2=C1N=CN2C3C(C(C(O3)CO)O)O)N. Cell line: OVCAR-4. Synergy scores: CSS=4.36, Synergy_ZIP=-1.64, Synergy_Bliss=-1.35, Synergy_Loewe=-2.41, Synergy_HSA=-0.578. (7) Drug 1: C1=NC2=C(N=C(N=C2N1C3C(C(C(O3)CO)O)F)Cl)N. Drug 2: C(CCl)NC(=O)N(CCCl)N=O. Cell line: SNB-19. Synergy scores: CSS=43.2, Synergy_ZIP=-3.76, Synergy_Bliss=-2.27, Synergy_Loewe=-26.8, Synergy_HSA=-0.717.